Task: Predict the reaction yield, written as a fraction of the theoretical maximum amount of product (1.0 means a 100% yield; for example, 0.34 means a 34% yield).. Dataset: Reaction yield outcomes from USPTO patents with 853,638 reactions (1) The product is [Br:4][C:5]1[CH:13]=[CH:12][C:26]([NH:27][CH:29]=[O:30])=[C:7]([C:8](=[O:1])[CH2:14][C:15]2[CH:20]=[CH:19][C:18]([C:21]([C:22]#[N:23])([CH3:25])[CH3:24])=[CH:17][CH:16]=2)[CH:6]=1. No catalyst specified. The yield is 0.700. The reactants are [O:1]=[O+][O-].[Br:4][C:5]1[CH:6]=[C:7]2C(=[CH:12][CH:13]=1)NC=[C:8]2[CH2:14][C:15]1[CH:20]=[CH:19][C:18]([C:21]([CH3:25])([CH3:24])[C:22]#[N:23])=[CH:17][CH:16]=1.[CH3:26][N:27]([CH:29]=[O:30])C. (2) The product is [Cl:1][C:2]1[CH:3]=[C:4]2[C:14](=[CH:15][CH:16]=1)[C:8]1([CH2:9][CH2:10][O:11][CH2:12][CH2:13]1)[C:7](=[O:17])[C:6]([C:18]([NH:20][CH2:21][C:22]([OH:24])=[O:23])=[O:19])=[C:5]2[OH:26]. The yield is 1.00. The catalyst is O. The reactants are [Cl:1][C:2]1[CH:3]=[C:4]2[C:14](=[CH:15][CH:16]=1)[C:8]1([CH2:13][CH2:12][O:11][CH2:10][CH2:9]1)[C:7](=[O:17])[C:6]([C:18]([NH:20][CH2:21][C:22]([O:24]C)=[O:23])=[O:19])=[C:5]2[OH:26].O.[OH-].[Li+]. (3) The reactants are N12CCCN=C1CCCCC2.Cl.[NH2:13][CH2:14][C:15]1[CH:23]=[CH:22][CH:21]=[C:20]2[C:16]=1[C:17](=[O:33])[N:18]([CH:25]1[CH2:30][CH2:29][C:28](=[O:31])[NH:27][C:26]1=[O:32])[C:19]2=[O:24].[C:34]([N:38]=[C:39]=[O:40])([CH3:37])([CH3:36])[CH3:35]. No catalyst specified. The product is [C:34]([NH:38][C:39]([NH:13][CH2:14][C:15]1[CH:23]=[CH:22][CH:21]=[C:20]2[C:16]=1[C:17](=[O:33])[N:18]([CH:25]1[CH2:30][CH2:29][C:28](=[O:31])[NH:27][C:26]1=[O:32])[C:19]2=[O:24])=[O:40])([CH3:37])([CH3:36])[CH3:35]. The yield is 0.510. (4) The reactants are [F:1][C:2]1[CH:7]=[C:6]([F:8])[CH:5]=[CH:4][C:3]=1[C:9]1[CH:14]=[CH:13][CH:12]=[C:11]([NH2:15])[CH:10]=1.[CH2:16](OC(OCC)OCC)C.C(O)(C(F)(F)F)=O.[BH4-].[Na+]. The catalyst is O. The product is [F:1][C:2]1[CH:7]=[C:6]([F:8])[CH:5]=[CH:4][C:3]=1[C:9]1[CH:14]=[CH:13][CH:12]=[C:11]([NH:15][CH3:16])[CH:10]=1. The yield is 0.880. (5) The reactants are [F:1][C:2]1[CH:3]=[C:4]2[C:9](=[C:10]([N+:12]([O-])=O)[CH:11]=1)[N:8]=[CH:7][CH:6]=[CH:5]2.[Sn](Cl)Cl. The catalyst is Cl. The product is [F:1][C:2]1[CH:3]=[C:4]2[C:9](=[C:10]([NH2:12])[CH:11]=1)[N:8]=[CH:7][CH:6]=[CH:5]2. The yield is 0.740. (6) The catalyst is CN(C)C(=O)C.[OH-].[OH-].[Pd+2]. The product is [C:1]([C:5]1[N:6]=[C:7]2[C:12]([C:13]([F:16])([F:14])[F:15])=[CH:11][CH:10]=[CH:9][N:8]2[C:17]=1[C:23]1[CH:24]=[CH:19][CH:20]=[C:21]([O:25][C:26]2[CH:31]=[CH:30][CH:29]=[C:28]([S:32]([CH3:35])(=[O:34])=[O:33])[CH:27]=2)[CH:22]=1)([CH3:4])([CH3:2])[CH3:3]. The yield is 0.710. The reactants are [C:1]([C:5]1[N:6]=[C:7]2[C:12]([C:13]([F:16])([F:15])[F:14])=[CH:11][CH:10]=[CH:9][N:8]2[CH:17]=1)([CH3:4])([CH3:3])[CH3:2].I[C:19]1[CH:24]=[CH:23][CH:22]=[C:21]([O:25][C:26]2[CH:31]=[CH:30][CH:29]=[C:28]([S:32]([CH3:35])(=[O:34])=[O:33])[CH:27]=2)[CH:20]=1.C([O-])(=O)C.[K+]. (7) The reactants are [C:1]([O:5][C:6]([N:8]1[CH2:12][CH2:11][CH:10]([C:13](=O)[C:14]#[C:15][CH3:16])[CH2:9]1)=[O:7])([CH3:4])([CH3:3])[CH3:2].[CH3:18][NH:19][NH2:20]. The catalyst is CO. The product is [C:1]([O:5][C:6]([N:8]1[CH2:12][CH2:11][CH:10]([C:13]2[CH:14]=[C:15]([CH3:16])[N:19]([CH3:18])[N:20]=2)[CH2:9]1)=[O:7])([CH3:4])([CH3:3])[CH3:2]. The yield is 0.880. (8) The reactants are Cl[C:2]1[CH:3]=[CH:4][C:5]2[N:6]([C:8]([CH:11]([C:13]3[CH:14]=[C:15]4[C:19](=[CH:20][C:21]=3[F:22])[N:18]([CH3:23])[N:17]=[CH:16]4)[CH3:12])=[CH:9][N:10]=2)[N:7]=1.C([Sn](CCCC)(CCCC)[C:29]([O:31][CH2:32][CH3:33])=[CH2:30])CCC. The catalyst is CN(C=O)C.C1C=CC([P]([Pd]([P](C2C=CC=CC=2)(C2C=CC=CC=2)C2C=CC=CC=2)([P](C2C=CC=CC=2)(C2C=CC=CC=2)C2C=CC=CC=2)[P](C2C=CC=CC=2)(C2C=CC=CC=2)C2C=CC=CC=2)(C2C=CC=CC=2)C2C=CC=CC=2)=CC=1. The product is [CH2:32]([O:31][C:29]([C:2]1[CH:3]=[CH:4][C:5]2[N:6]([C:8]([CH:11]([C:13]3[CH:14]=[C:15]4[C:19](=[CH:20][C:21]=3[F:22])[N:18]([CH3:23])[N:17]=[CH:16]4)[CH3:12])=[CH:9][N:10]=2)[N:7]=1)=[CH2:30])[CH3:33]. The yield is 0.520.